This data is from Forward reaction prediction with 1.9M reactions from USPTO patents (1976-2016). The task is: Predict the product of the given reaction. (1) Given the reactants [Cl:1][C:2]1[CH:7]=[CH:6][C:5]([C:8]2[N:13]=[C:12]([O:14]C)[CH:11]=[CH:10][N:9]=2)=[CH:4][CH:3]=1.Cl, predict the reaction product. The product is: [Cl:1][C:2]1[CH:3]=[CH:4][C:5]([C:8]2[NH:13][C:12](=[O:14])[CH:11]=[CH:10][N:9]=2)=[CH:6][CH:7]=1. (2) Given the reactants C(C1C=CC=CN=1)=C.C(=O)=O.[K:12].C1C2C(=CC=CC=2)C=CC=1.[C:23]1([CH2:29][C:30]2[CH:35]=[CH:34][CH:33]=[CH:32][CH:31]=2)[CH:28]=[CH:27][CH:26]=[CH:25][CH:24]=1, predict the reaction product. The product is: [C:23]1([CH2:29][C:30]2[CH:31]=[CH:32][CH:33]=[CH:34][CH:35]=2)[CH:28]=[CH:27][CH:26]=[CH:25][CH:24]=1.[K:12].